Dataset: Full USPTO retrosynthesis dataset with 1.9M reactions from patents (1976-2016). Task: Predict the reactants needed to synthesize the given product. (1) Given the product [Cl:1][C:2]1[CH:7]=[CH:6][C:5]([C@H:8]2[CH2:13][C@@H:12]([C:14]3[O:21][NH:29][C:16](=[O:17])[CH:15]=3)[CH2:11][CH2:10][N:9]2[C:22]([O:24][CH3:25])=[O:23])=[CH:4][C:3]=1[F:26], predict the reactants needed to synthesize it. The reactants are: [Cl:1][C:2]1[CH:7]=[CH:6][C:5]([C@H:8]2[CH2:13][C@@H:12]([C:14](=[O:21])[CH2:15][C:16](OCC)=[O:17])[CH2:11][CH2:10][N:9]2[C:22]([O:24][CH3:25])=[O:23])=[CH:4][C:3]=1[F:26].[OH-].[Na+].[NH2:29]O.Cl. (2) Given the product [CH3:11][C:10]1[O:17][C:15](=[O:16])/[C:14](=[CH:7]/[C:3]2[CH:4]=[CH:5][CH:6]=[C:1]([CH3:9])[CH:2]=2)/[N:13]=1, predict the reactants needed to synthesize it. The reactants are: [C:1]1([CH3:9])[CH:6]=[CH:5][CH:4]=[C:3]([CH:7]=O)[CH:2]=1.[C:10]([NH:13][CH2:14][C:15]([OH:17])=[O:16])(=O)[CH3:11].C([O-])(=O)C.[Na+]. (3) Given the product [S:1]1[C:5]2[CH:6]=[CH:7][CH:8]=[CH:9][C:4]=2[N:3]=[C:2]1[NH:10][C:11]1[C:16]([Cl:17])=[CH:15][C:14]([CH2:18][C:19]([OH:21])=[O:20])=[C:13]([F:23])[CH:12]=1, predict the reactants needed to synthesize it. The reactants are: [S:1]1[C:5]2[CH:6]=[CH:7][CH:8]=[CH:9][C:4]=2[N:3]=[C:2]1[NH:10][C:11]1[C:16]([Cl:17])=[CH:15][C:14]([CH2:18][C:19]([O:21]C)=[O:20])=[C:13]([F:23])[CH:12]=1.[OH-].[Na+].O. (4) Given the product [CH2:1]([CH:2]1[CH2:4][CH2:3][CH:1]([CH:2]2[CH2:4][CH2:3][CH:2]([CH:4]=[CH2:4])[CH2:1][CH2:3]2)[CH2:3]1)[CH2:1][CH3:2], predict the reactants needed to synthesize it. The reactants are: [CH3:1][C:2]([O-])([CH3:4])[CH3:3].[K+]. (5) Given the product [OH:8][C:9]1[CH:14]=[CH:13][CH:12]=[CH:11][C:10]=1[C:15]1[N:24]([C:25]2[CH:26]=[CH:27][C:28]([CH:31]([CH3:32])[CH3:33])=[CH:29][CH:30]=2)[C:23](=[O:34])[C:22]2[CH2:21][CH2:20][CH2:19][CH2:18][C:17]=2[N:16]=1, predict the reactants needed to synthesize it. The reactants are: C([O:8][C:9]1[CH:14]=[CH:13][CH:12]=[CH:11][C:10]=1[C:15]1[N:24]([C:25]2[CH:30]=[CH:29][C:28]([CH:31]([CH3:33])[CH3:32])=[CH:27][CH:26]=2)[C:23](=[O:34])[C:22]2[CH2:21][CH2:20][CH2:19][CH2:18][C:17]=2[N:16]=1)C1C=CC=CC=1.